The task is: Regression. Given two drug SMILES strings and cell line genomic features, predict the synergy score measuring deviation from expected non-interaction effect.. This data is from NCI-60 drug combinations with 297,098 pairs across 59 cell lines. Drug 1: C1=CC(=C2C(=C1NCCNCCO)C(=O)C3=C(C=CC(=C3C2=O)O)O)NCCNCCO. Drug 2: CN1C(=O)N2C=NC(=C2N=N1)C(=O)N. Cell line: OVCAR-4. Synergy scores: CSS=16.8, Synergy_ZIP=-5.07, Synergy_Bliss=-0.324, Synergy_Loewe=-59.9, Synergy_HSA=-3.61.